This data is from Forward reaction prediction with 1.9M reactions from USPTO patents (1976-2016). The task is: Predict the product of the given reaction. (1) Given the reactants [CH:1]1[C:10]2[C:5](=[CH:6][CH:7]=[CH:8][CH:9]=2)[CH:4]=[CH:3][C:2]=1[OH:11].[Cl-].[CH:13](=[N+:20]([CH3:22])[CH3:21])[C:14]1[CH:19]=[CH:18][CH:17]=[CH:16][CH:15]=1.[CH3:23][O:24][C:25]1[CH:33]=[CH:32][C:28]([C:29](Cl)=[O:30])=[CH:27][CH:26]=1, predict the reaction product. The product is: [CH3:21][N:20]([CH:13]([C:14]1[CH:19]=[CH:18][CH:17]=[CH:16][CH:15]=1)[C:1]1[C:10]2[C:5](=[CH:6][CH:7]=[CH:8][CH:9]=2)[CH:4]=[CH:3][C:2]=1[O:11][C:29](=[O:30])[C:28]1[CH:32]=[CH:33][C:25]([O:24][CH3:23])=[CH:26][CH:27]=1)[CH3:22]. (2) Given the reactants [CH:1]([C:4]1[CH:10]=[CH:9][C:7]([NH2:8])=[CH:6][CH:5]=1)([CH3:3])[CH3:2].[F:11][C:12]([F:22])([F:21])[C:13]1[CH:14]=[CH:15][C:16]([CH:19]=[CH2:20])=[N:17][CH:18]=1, predict the reaction product. The product is: [CH:1]([C:4]1[CH:10]=[CH:9][C:7]([NH:8][CH2:20][CH2:19][C:16]2[CH:15]=[CH:14][C:13]([C:12]([F:22])([F:11])[F:21])=[CH:18][N:17]=2)=[CH:6][CH:5]=1)([CH3:3])[CH3:2]. (3) Given the reactants [OH:1][C:2]1[CH:18]=[CH:17][C:5]([C:6]([O:8]CC(CC#C)CC#C)=O)=[CH:4][CH:3]=1.[CH2:19]([CH:22]([CH2:25][C:26]#[CH:27])[CH2:23][NH2:24])[C:20]#[CH:21].C(OC1C=CC(C(O)=O)=CC=1)(=O)C, predict the reaction product. The product is: [OH:1][C:2]1[CH:3]=[CH:4][C:5]([C:6]([NH:24][CH2:23][CH:22]([CH2:25][C:26]#[CH:27])[CH2:19][C:20]#[CH:21])=[O:8])=[CH:17][CH:18]=1. (4) Given the reactants [O:1]1[CH2:5][CH2:4][C@H:3]([OH:6])[CH2:2]1.[Cl:7][C:8](Cl)([O:10]C(=O)OC(Cl)(Cl)Cl)Cl.N1C=CC=CC=1, predict the reaction product. The product is: [Cl:7][C:8]([O:6][C@H:3]1[CH2:4][CH2:5][O:1][CH2:2]1)=[O:10].